This data is from NCI-60 drug combinations with 297,098 pairs across 59 cell lines. The task is: Regression. Given two drug SMILES strings and cell line genomic features, predict the synergy score measuring deviation from expected non-interaction effect. Drug 1: C1CC(C1)(C(=O)O)C(=O)O.[NH2-].[NH2-].[Pt+2]. Drug 2: C(CC(=O)O)C(=O)CN.Cl. Cell line: KM12. Synergy scores: CSS=0.350, Synergy_ZIP=2.66, Synergy_Bliss=7.18, Synergy_Loewe=2.17, Synergy_HSA=2.14.